Dataset: Forward reaction prediction with 1.9M reactions from USPTO patents (1976-2016). Task: Predict the product of the given reaction. (1) Given the reactants [Cl:1][C:2]1[CH:3]=[C:4]([CH:14]=[CH:15][C:16]=1[Cl:17])[CH2:5][N:6]1[CH2:11][CH2:10][O:9][CH:8]([CH2:12][NH2:13])[CH2:7]1.[N:18]([CH2:21][C:22]1[CH:27]=[CH:26][CH:25]=[C:24]([CH3:28])[CH:23]=1)=[C:19]=[O:20], predict the reaction product. The product is: [Cl:1][C:2]1[CH:3]=[C:4]([CH:14]=[CH:15][C:16]=1[Cl:17])[CH2:5][N:6]1[CH2:11][CH2:10][O:9][CH:8]([CH2:12][NH:13][C:19]([NH:18][CH2:21][C:22]2[CH:27]=[CH:26][CH:25]=[C:24]([CH3:28])[CH:23]=2)=[O:20])[CH2:7]1. (2) The product is: [F:3][C:4]1[CH:9]=[C:8]([O:10][CH3:11])[C:7]([O:12][CH3:13])=[CH:6][C:5]=1[CH:14]([NH:17][C:18]1[CH:19]=[CH:20][C:21]([C:24]2[N:28]=[C:27]([CH3:29])[O:26][N:25]=2)=[CH:22][CH:23]=1)[C:15]([NH2:16])=[S:2]. Given the reactants [NH4+]=[S:2].[F:3][C:4]1[CH:9]=[C:8]([O:10][CH3:11])[C:7]([O:12][CH3:13])=[CH:6][C:5]=1[CH:14]([NH:17][C:18]1[CH:23]=[CH:22][C:21]([C:24]2[N:28]=[C:27]([CH3:29])[O:26][N:25]=2)=[CH:20][CH:19]=1)[C:15]#[N:16].O1CCCC1.C(OCC)(=O)C, predict the reaction product. (3) Given the reactants [CH3:1][C:2]1[CH:6]=[C:5]([CH3:7])[NH:4][C:3]=1[C:8]([O:10][CH2:11][CH3:12])=[O:9].[Cl:13]N1C(=O)CCC1=O, predict the reaction product. The product is: [Cl:13][C:6]1[C:2]([CH3:1])=[C:3]([C:8]([O:10][CH2:11][CH3:12])=[O:9])[NH:4][C:5]=1[CH3:7]. (4) Given the reactants [CH2:1]([NH:8][C:9]1[C:10]2[N:11]([CH:25]=[CH:26][C:27]=2[C:28]2[CH:33]=[CH:32][CH:31]=[CH:30][CH:29]=2)[N:12]=[C:13]([C:15]2[CH:16]=[C:17]([S:21]([NH2:24])(=[O:23])=[O:22])[CH:18]=[N:19][CH:20]=2)[CH:14]=1)[C:2]1[CH:7]=[CH:6][CH:5]=[CH:4][CH:3]=1.C(N(CC)CC)C.[C:41](Cl)(=[O:43])[CH3:42], predict the reaction product. The product is: [CH2:1]([NH:8][C:9]1[C:10]2[N:11]([CH:25]=[CH:26][C:27]=2[C:28]2[CH:33]=[CH:32][CH:31]=[CH:30][CH:29]=2)[N:12]=[C:13]([C:15]2[CH:16]=[C:17]([S:21]([NH:24][C:41](=[O:43])[CH3:42])(=[O:23])=[O:22])[CH:18]=[N:19][CH:20]=2)[CH:14]=1)[C:2]1[CH:3]=[CH:4][CH:5]=[CH:6][CH:7]=1. (5) Given the reactants [Br:1][C:2]1[CH:7]=[CH:6][C:5]([C:8]2[C:13]([C:14](O)=[O:15])=[C:12]([CH3:17])[N:11]=[CH:10][CH:9]=2)=[C:4]([F:18])[C:3]=1[F:19].C(Cl)(=O)C(Cl)=O.[CH3:26][N:27](C=O)C.Cl.CN.C(N(CC)CC)C, predict the reaction product. The product is: [Br:1][C:2]1[CH:7]=[CH:6][C:5]([C:8]2[C:13]([C:14]([NH:27][CH3:26])=[O:15])=[C:12]([CH3:17])[N:11]=[CH:10][CH:9]=2)=[C:4]([F:18])[C:3]=1[F:19]. (6) The product is: [CH2:9]([O:8][C:5]1[CH:6]=[CH:7][C:2]([C:31]2[CH:32]=[C:33]3[C:37](=[CH:38][CH:39]=2)[C:36](=[O:40])[O:35][CH2:34]3)=[C:3]([O:13][CH2:14][O:15][CH3:16])[C:4]=1[O:11][CH3:12])[CH3:10]. Given the reactants Br[C:2]1[CH:7]=[CH:6][C:5]([O:8][CH2:9][CH3:10])=[C:4]([O:11][CH3:12])[C:3]=1[O:13][CH2:14][O:15][CH3:16].C(=O)([O-])[O-].[Cs+].[Cs+].CC1(C)C(C)(C)OB([C:31]2[CH:32]=[C:33]3[C:37](=[CH:38][CH:39]=2)[C:36](=[O:40])[O:35][CH2:34]3)O1, predict the reaction product. (7) Given the reactants [OH:1][CH:2]1[C:11]2[C:6]3=[C:7]([C:12]([C:14]4[C:15](=[O:29])[NH:16][C:17](=[O:28])[C:18]=4[C:19]4[C:27]5[C:22](=[CH:23][CH:24]=[CH:25][CH:26]=5)[NH:21][CH:20]=4)=[CH:13][N:5]3[CH2:4][CH2:3]1)[CH:8]=[CH:9][CH:10]=2.[Mg], predict the reaction product. The product is: [OH:1][CH:2]1[C:11]2[C:6]3=[C:7]([C:12]([C@H:14]4[C@H:18]([C:19]5[C:27]6[C:22](=[CH:23][CH:24]=[CH:25][CH:26]=6)[NH:21][CH:20]=5)[C:17](=[O:28])[NH:16][C:15]4=[O:29])=[CH:13][N:5]3[CH2:4][CH2:3]1)[CH:8]=[CH:9][CH:10]=2.